From a dataset of Reaction yield outcomes from USPTO patents with 853,638 reactions. Predict the reaction yield, written as a fraction of the theoretical maximum amount of product (1.0 means a 100% yield; for example, 0.34 means a 34% yield). (1) The reactants are [Cl:1][C:2]1[CH:3]=[CH:4][C:5]2[N:6]([CH:8]=[CH:9][N:10]=2)[N:7]=1.C1C(=O)N([Br:18])C(=O)C1.C(O)(C(F)(F)F)=O. The catalyst is C(#N)C. The product is [Br:18][C:8]1[N:6]2[N:7]=[C:2]([Cl:1])[CH:3]=[CH:4][C:5]2=[N:10][CH:9]=1. The yield is 0.920. (2) The product is [C:17]([O:16][CH2:14][CH2:13][C:11]1[C:10]([OH:19])=[N:9][N:8]([CH2:1][C:2]2[CH:7]=[CH:6][CH:5]=[CH:4][CH:3]=2)[CH:12]=1)(=[O:27])[CH3:18]. The yield is 0.880. The catalyst is [C].[Pd].C(O)C. The reactants are [CH2:1]([N:8]1[CH:12]=[C:11]([CH2:13][C:14]([O:16][CH2:17][CH3:18])=O)[C:10]([O:19]CC2C=CC=CC=2)=[N:9]1)[C:2]1[CH:7]=[CH:6][CH:5]=[CH:4][CH:3]=1.[O:27]1CCCC1. (3) The reactants are [C:1]([O:5][C:6]([N:8]1[CH2:13][CH2:12][CH:11]([OH:14])[CH2:10][CH2:9]1)=[O:7])([CH3:4])([CH3:3])[CH3:2].[Br:15][C:16]1[CH:17]=[C:18]([N+:23]([O-:25])=[O:24])[CH:19]=[CH:20][C:21]=1O.BrC1C=C([N+]([O-])=O)C=CC=1.C1(P(C2C=CC=CC=2)C2C=CC=CC=2)C=CC=CC=1.N(C(OCC)=O)=NC(OCC)=O. The catalyst is ClCCl. The product is [Br:15][C:16]1[CH:17]=[C:18]([N+:23]([O-:25])=[O:24])[CH:19]=[CH:20][C:21]=1[O:14][CH:11]1[CH2:12][CH2:13][N:8]([C:6]([O:5][C:1]([CH3:4])([CH3:2])[CH3:3])=[O:7])[CH2:9][CH2:10]1. The yield is 0.910. (4) The reactants are [CH3:1][N:2]([CH3:4])[NH2:3].Br[C:6]1[CH:11]=[CH:10][CH:9]=[CH:8][CH:7]=1.C1C=CC(P(C2C(C3C(P(C4C=CC=CC=4)C4C=CC=CC=4)=CC=C4C=3C=CC=C4)=C3C(C=CC=C3)=CC=2)C2C=CC=CC=2)=CC=1.O(C(C)(C)C)[Li]. The catalyst is C1C=CC(/C=C/C(/C=C/C2C=CC=CC=2)=O)=CC=1.C1C=CC(/C=C/C(/C=C/C2C=CC=CC=2)=O)=CC=1.C1C=CC(/C=C/C(/C=C/C2C=CC=CC=2)=O)=CC=1.[Pd].[Pd].C1(C)C=CC=CC=1. The product is [CH3:1][N:2]([CH3:4])[NH:3][C:6]1[CH:11]=[CH:10][CH:9]=[CH:8][CH:7]=1. The yield is 0.240. (5) The reactants are [Cl:1][C:2]1[C:3]([C:21]2[CH:22]=[N:23][N:24]3[CH:29]=[CH:28][CH:27]=[CH:26][C:25]=23)=[N:4][C:5]([NH:8][C:9]2[CH:10]=[C:11]([NH:17]C(=O)C)[CH:12]=[CH:13][C:14]=2[O:15][CH3:16])=[N:6][CH:7]=1.Cl. The catalyst is O.[OH-].[Na+]. The product is [Cl:1][C:2]1[C:3]([C:21]2[CH:22]=[N:23][N:24]3[CH:29]=[CH:28][CH:27]=[CH:26][C:25]=23)=[N:4][C:5]([NH:8][C:9]2[C:14]([O:15][CH3:16])=[CH:13][CH:12]=[C:11]([NH2:17])[CH:10]=2)=[N:6][CH:7]=1. The yield is 1.00. (6) The catalyst is CN(C=O)C. The reactants are [C:1]([O:5][C:6]([N:8]1[C:17]2[C:12](=[CH:13][C:14]([O:18][CH2:19][CH2:20][CH2:21][CH2:22][CH2:23]Br)=[CH:15][CH:16]=2)[CH2:11][CH2:10][CH2:9]1)=[O:7])([CH3:4])([CH3:3])[CH3:2].[CH2:25]([NH:28][CH3:29])[CH:26]=[CH2:27].C([O-])([O-])=O.[K+].[K+]. The product is [C:1]([O:5][C:6]([N:8]1[C:17]2[C:12](=[CH:13][C:14]([O:18][CH2:19][CH2:20][CH2:21][CH2:22][CH2:23][N:28]([CH2:25][CH:26]=[CH2:27])[CH3:29])=[CH:15][CH:16]=2)[CH2:11][CH2:10][CH2:9]1)=[O:7])([CH3:4])([CH3:3])[CH3:2]. The yield is 0.720. (7) The reactants are [CH3:1][O:2][C:3]1[CH:8]=[CH:7][C:6]([C@@H:9]([NH:11][C@@H:12]2[C:21]3[N:20]=[CH:19][CH:18]=[CH:17][C:16]=3[CH2:15][CH2:14][CH2:13]2)[CH3:10])=[CH:5][CH:4]=1.C=O.[C:24](O)(=O)C.[BH-](OC(C)=O)(OC(C)=O)OC(C)=O.[Na+].C([O-])([O-])=O.[Na+].[Na+]. The catalyst is ClCCCl.ClCCl. The yield is 1.00. The product is [CH3:24][N:11]([C@H:9]([C:6]1[CH:5]=[CH:4][C:3]([O:2][CH3:1])=[CH:8][CH:7]=1)[CH3:10])[C@@H:12]1[C:21]2[N:20]=[CH:19][CH:18]=[CH:17][C:16]=2[CH2:15][CH2:14][CH2:13]1.